This data is from Catalyst prediction with 721,799 reactions and 888 catalyst types from USPTO. The task is: Predict which catalyst facilitates the given reaction. (1) Reactant: [NH2:1][C@@H:2]([C@H:13]([CH:15]1[CH2:20][CH2:19][CH2:18][CH2:17][CH2:16]1)[OH:14])[CH2:3][N:4]([CH3:12])[C:5](=[O:11])[O:6][C:7]([CH3:10])([CH3:9])[CH3:8].N1C=CC=CC=1.[CH3:27][Si:28](Cl)([CH3:30])[CH3:29]. Product: [NH2:1][C@@H:2]([C@H:13]([CH:15]1[CH2:16][CH2:17][CH2:18][CH2:19][CH2:20]1)[O:14][Si:28]([CH3:30])([CH3:29])[CH3:27])[CH2:3][N:4]([CH3:12])[C:5](=[O:11])[O:6][C:7]([CH3:10])([CH3:8])[CH3:9]. The catalyst class is: 1. (2) Reactant: [CH3:1][C:2]1[CH:7]=[CH:6][C:5]([S:8]([NH:11][CH2:12][CH2:13][C:14]2[CH:15]=[CH:16][CH:17]=[C:18]3[C:22]=2[CH2:21][C:20]([CH3:23])=[CH:19]3)(=[O:10])=[O:9])=[CH:4][CH:3]=1.[C:24]([O-])([O-])=O.[Cs+].[Cs+].CI. Product: [CH3:24][N:11]([CH2:12][CH2:13][C:14]1[CH:15]=[CH:16][CH:17]=[C:18]2[C:22]=1[CH2:21][C:20]([CH3:23])=[CH:19]2)[S:8]([C:5]1[CH:4]=[CH:3][C:2]([CH3:1])=[CH:7][CH:6]=1)(=[O:10])=[O:9]. The catalyst class is: 3. (3) Reactant: [N+:1]([C:4]1[CH:14]([CH2:15][N:16]([C:20]2[CH:25]=[CH:24][C:23]([C:26]3[CH:30]=[CH:29][N:28](C4CCCCO4)[N:27]=3)=[CH:22][CH:21]=2)[C:17](=[O:19])[CH3:18])[CH:8]2[CH2:9][C:10]([CH3:13])([CH3:12])[O:11][C:7]2=[C:6]([CH3:37])[C:5]=1[CH3:38])([O-])=O.Cl.[OH-].[Na+]. Product: [NH2:1][C:4]1[CH:14]([CH2:15][N:16]([C:20]2[CH:21]=[CH:22][C:23]([C:26]3[NH:27][N:28]=[CH:29][CH:30]=3)=[CH:24][CH:25]=2)[C:17](=[O:19])[CH3:18])[CH:8]2[CH2:9][C:10]([CH3:13])([CH3:12])[O:11][C:7]2=[C:6]([CH3:37])[C:5]=1[CH3:38]. The catalyst class is: 5. (4) Reactant: [F:1][C:2]1[CH:7]=[CH:6][CH:5]=[C:4]([F:8])[C:3]=1[N:9]1[C:17]2[CH:16]=[CH:15][N:14]=[C:13]([O:18][CH3:19])[C:12]=2[C:11]([C:20]2[CH:25]=[CH:24][C:23]([CH2:26][C:27]#[N:28])=[CH:22][CH:21]=2)=[N:10]1.C1C(=O)N([Br:36])C(=O)C1.O. Product: [Br:36][C:16]1[C:17]2[N:9]([C:3]3[C:4]([F:8])=[CH:5][CH:6]=[CH:7][C:2]=3[F:1])[N:10]=[C:11]([C:20]3[CH:25]=[CH:24][C:23]([CH2:26][C:27]#[N:28])=[CH:22][CH:21]=3)[C:12]=2[C:13]([O:18][CH3:19])=[N:14][CH:15]=1. The catalyst class is: 3. (5) Reactant: C(OC([NH:8][C:9]([CH3:44])([C:11]([O:13][C@@H:14]([CH3:43])[CH2:15][O:16][C:17]1[CH:22]=[CH:21][C:20]([C:23]([F:26])([F:25])[F:24])=[CH:19][C:18]=1[C:27](/[N:29]=[C:30]1\[S:31][C:32]2[CH:37]=[CH:36][N:35]=[CH:34][C:33]=2[N:38]\1[CH2:39][CH2:40][CH2:41][CH3:42])=[O:28])=[O:12])[CH3:10])=O)(C)(C)C.FC(F)(F)C(O)=O.C(=O)(O)[O-].[Na+]. Product: [CH3:44][C:9]([C:11]([O:13][C@@H:14]([CH3:43])[CH2:15][O:16][C:17]1[CH:22]=[CH:21][C:20]([C:23]([F:26])([F:25])[F:24])=[CH:19][C:18]=1[C:27](/[N:29]=[C:30]1\[S:31][C:32]2[CH:37]=[CH:36][N:35]=[CH:34][C:33]=2[N:38]\1[CH2:39][CH2:40][CH2:41][CH3:42])=[O:28])=[O:12])([CH3:10])[NH2:8]. The catalyst class is: 4. (6) Reactant: [N:1]([CH2:4][C:5]1[CH:10]=[CH:9][CH:8]=[C:7]([C:11]([F:14])([F:13])[F:12])[CH:6]=1)=[N+:2]=[N-:3].[Cl:15][C:16]1[CH:21]=[CH:20][CH:19]=[CH:18][C:17]=1[C:22]([C:24]1[C:25]([C:30]#[C:31][C:32]2[CH:37]=[CH:36][N:35]=[CH:34][CH:33]=2)=[N:26][CH:27]=[CH:28][CH:29]=1)=[O:23]. Product: [Cl:15][C:16]1[CH:21]=[CH:20][CH:19]=[CH:18][C:17]=1[C:22]([C:24]1[C:25]([C:30]2[N:3]=[N:2][N:1]([CH2:4][C:5]3[CH:10]=[CH:9][CH:8]=[C:7]([C:11]([F:13])([F:12])[F:14])[CH:6]=3)[C:31]=2[C:32]2[CH:37]=[CH:36][N:35]=[CH:34][CH:33]=2)=[N:26][CH:27]=[CH:28][CH:29]=1)=[O:23]. The catalyst class is: 11. (7) Reactant: Cl.[NH2:2][C:3]1[CH:8]=[CH:7][C:6]([C:9]2[N:10]=[C:11]([S:14][CH:15]([CH:20]3[CH2:25][CH2:24][N:23]([CH2:26][C:27]4[CH:32]=[CH:31][C:30]([Cl:33])=[C:29]([Cl:34])[CH:28]=4)[CH2:22][CH2:21]3)[CH2:16][CH2:17][CH2:18][NH-:19])[S:12][CH:13]=2)=[CH:5][CH:4]=1.C(N(CC)CC)C.[C:42](Cl)(=[O:44])[CH3:43]. Product: [ClH:33].[C:42]([NH:2][C:3]1[CH:8]=[CH:7][C:6]([C:9]2[N:10]=[C:11]([S:14][CH:15]([CH:20]3[CH2:25][CH2:24][N:23]([CH2:26][C:27]4[CH:32]=[CH:31][C:30]([Cl:33])=[C:29]([Cl:34])[CH:28]=4)[CH2:22][CH2:21]3)[CH2:16][CH2:17][CH2:18][NH-:19])[S:12][CH:13]=2)=[CH:5][CH:4]=1)(=[O:44])[CH3:43]. The catalyst class is: 526. (8) Product: [Cl:1][C:2]1[C:3]([C:9]([O:11][CH3:13])=[O:10])=[N:4][C:5]([CH3:8])=[CH:6][CH:7]=1. The catalyst class is: 5. Reactant: [Cl:1][C:2]1[C:3]([C:9]([OH:11])=[O:10])=[N:4][C:5]([CH3:8])=[CH:6][CH:7]=1.Cl.[C:13](=O)(O)[O-].[Na+].